From a dataset of Full USPTO retrosynthesis dataset with 1.9M reactions from patents (1976-2016). Predict the reactants needed to synthesize the given product. (1) Given the product [F:8][C:9]([F:37])([F:38])[C:10]1[CH:11]=[C:12]([NH:20][C:21](=[O:36])[C:22]2[CH:27]=[CH:26][C:25]([C:28]3[CH:33]=[CH:32][CH:31]=[CH:30][CH:29]=3)=[CH:24][C:23]=2[OH:34])[CH:13]=[C:14]([C:16]([F:17])([F:18])[F:19])[CH:15]=1, predict the reactants needed to synthesize it. The reactants are: B(Br)(Br)Br.ClCCl.[F:8][C:9]([F:38])([F:37])[C:10]1[CH:11]=[C:12]([NH:20][C:21](=[O:36])[C:22]2[CH:27]=[CH:26][C:25]([C:28]3[CH:33]=[CH:32][CH:31]=[CH:30][CH:29]=3)=[CH:24][C:23]=2[O:34]C)[CH:13]=[C:14]([C:16]([F:19])([F:18])[F:17])[CH:15]=1. (2) Given the product [F:11][C:9]([F:10])([F:12])[C:7]1[CH:6]=[C:5]([C:13]2[N:17]=[CH:16][N:15](/[CH:18]=[CH:19]\[C:20]([NH:34][NH:33][C:31]([CH:27]3[CH2:28][CH2:29][CH2:30][NH:25][CH2:26]3)=[O:32])=[O:22])[N:14]=2)[CH:4]=[C:3]([C:2]([F:23])([F:24])[F:1])[CH:8]=1, predict the reactants needed to synthesize it. The reactants are: [F:1][C:2]([F:24])([F:23])[C:3]1[CH:4]=[C:5]([C:13]2[N:17]=[CH:16][N:15](/[CH:18]=[CH:19]\[C:20]([OH:22])=O)[N:14]=2)[CH:6]=[C:7]([C:9]([F:12])([F:11])[F:10])[CH:8]=1.[NH:25]1[CH2:30][CH2:29][CH2:28][CH:27]([C:31]([NH:33][NH2:34])=[O:32])[CH2:26]1.C(P1(=O)OP(CCC)(=O)OP(CCC)(=O)O1)CC.CCN(C(C)C)C(C)C.